From a dataset of HIV replication inhibition screening data with 41,000+ compounds from the AIDS Antiviral Screen. Binary Classification. Given a drug SMILES string, predict its activity (active/inactive) in a high-throughput screening assay against a specified biological target. (1) The molecule is CC1(C)C2CC1C(C=NOCC(=O)O)=CC2=O. The result is 0 (inactive). (2) The drug is O=C1CCC(N2C(=O)c3ccccc3C2=O)C(=O)N1. The result is 0 (inactive). (3) The compound is Cn1nc(-c2ccccc2)c(C(=O)C=Cc2ccc(Cl)cc2)c(N2CCOCC2)c1=O. The result is 0 (inactive). (4) The compound is CCOC(=O)C1(C)CCc2sc(N)c(C#N)c21. The result is 1 (active). (5) The compound is CC(=O)C(=Cc1cccc(Cl)c1)C(=O)c1ccccc1. The result is 0 (inactive). (6) The result is 0 (inactive). The compound is CC1CCCCCC(=O)c2c(O)cc(O)cc2CC(=O)O1. (7) The compound is COc1ccc2oc(=N)c(C(N)=S)cc2c1. The result is 0 (inactive). (8) The compound is O=c1c2cncnc2sc2nccn12. The result is 0 (inactive). (9) The drug is CCCC[Ge](CCCC)(CCCC)OC(=O)C(OC(C)=O)c1ccccc1. The result is 0 (inactive).